Predict the reactants needed to synthesize the given product. From a dataset of Full USPTO retrosynthesis dataset with 1.9M reactions from patents (1976-2016). (1) Given the product [ClH:17].[NH2:2][C:3]1[CH:10]=[CH:9][C:8]([N+:11]([O-:13])=[O:12])=[CH:7][C:4]=1[CH2:5][NH2:6], predict the reactants needed to synthesize it. The reactants are: B.[NH2:2][C:3]1[CH:10]=[CH:9][C:8]([N+:11]([O-:13])=[O:12])=[CH:7][C:4]=1[C:5]#[N:6].C(O)C.[ClH:17]. (2) Given the product [O:1]=[C:2]1[C:7]2[CH:8]=[CH:9][CH:10]=[CH:11][C:6]=2[S:5][C:4]([C:12]2[N:17]=[CH:16][C:15]([CH2:18][CH2:19][CH2:20][O:21][CH2:22][CH2:23][C:24]([OH:26])=[O:25])=[CH:14][CH:13]=2)=[N:3]1, predict the reactants needed to synthesize it. The reactants are: [O:1]=[C:2]1[C:7]2[CH:8]=[CH:9][CH:10]=[CH:11][C:6]=2[S:5][C:4]([C:12]2[N:17]=[CH:16][C:15]([CH2:18][CH2:19][CH2:20][O:21][CH2:22][CH2:23][C:24]([O:26]C(C)(C)C)=[O:25])=[CH:14][CH:13]=2)=[N:3]1.FC(F)(F)C(O)=O. (3) Given the product [F:14][C:15]1[CH:20]=[CH:19][C:18]([CH:21]2[N:26]3[N:27]=[C:28]([NH:30][CH:10]4[CH2:11][CH2:12][N:7]([C:5]5[S:4][N:3]=[C:2]([CH3:1])[N:6]=5)[CH2:8][CH2:9]4)[N:29]=[C:25]3[CH2:24][CH2:23][CH2:22]2)=[CH:17][CH:16]=1, predict the reactants needed to synthesize it. The reactants are: [CH3:1][C:2]1[N:6]=[C:5]([N:7]2[CH2:12][CH2:11][C:10](=O)[CH2:9][CH2:8]2)[S:4][N:3]=1.[F:14][C:15]1[CH:20]=[CH:19][C:18]([CH:21]2[N:26]3[N:27]=[C:28]([NH2:30])[N:29]=[C:25]3[CH2:24][CH2:23][CH2:22]2)=[CH:17][CH:16]=1.NC1C=CC=C(Br)N=1. (4) Given the product [Cl:18][C:15]1[CH:16]=[CH:17][C:12]([C:10]2[C:9]3[C:4](=[CH:5][CH:6]=[CH:7][CH:8]=3)[C:3](=[O:19])[N:2]([NH:1][C:29](=[O:30])[CH2:28][C:23]3[CH:24]=[CH:25][C:26]([Cl:27])=[C:21]([Cl:20])[CH:22]=3)[N:11]=2)=[CH:13][CH:14]=1, predict the reactants needed to synthesize it. The reactants are: [NH2:1][N:2]1[N:11]=[C:10]([C:12]2[CH:17]=[CH:16][C:15]([Cl:18])=[CH:14][CH:13]=2)[C:9]2[C:4](=[CH:5][CH:6]=[CH:7][CH:8]=2)[C:3]1=[O:19].[Cl:20][C:21]1[CH:22]=[C:23]([CH2:28][C:29](O)=[O:30])[CH:24]=[CH:25][C:26]=1[Cl:27].